From a dataset of CYP2C9 inhibition data for predicting drug metabolism from PubChem BioAssay. Regression/Classification. Given a drug SMILES string, predict its absorption, distribution, metabolism, or excretion properties. Task type varies by dataset: regression for continuous measurements (e.g., permeability, clearance, half-life) or binary classification for categorical outcomes (e.g., BBB penetration, CYP inhibition). Dataset: cyp2c9_veith. The molecule is Cc1nnc(-c2cnn(-c3ccccc3)c2N)n1Cc1ccncc1. The result is 1 (inhibitor).